From a dataset of Reaction yield outcomes from USPTO patents with 853,638 reactions. Predict the reaction yield, written as a fraction of the theoretical maximum amount of product (1.0 means a 100% yield; for example, 0.34 means a 34% yield). The reactants are FC1C(CN2C=CC(N)=N2)=CC=CN=1.[F:15][C:16]1[N:21]=[C:20]([CH2:22][N:23]2[CH:27]=[CH:26][C:25]([N:28]3C(=O)C4C(=CC=CC=4)C3=O)=[N:24]2)[CH:19]=[CH:18][CH:17]=1. No catalyst specified. The product is [F:15][C:16]1[N:21]=[C:20]([CH2:22][N:23]2[CH:27]=[CH:26][C:25]([NH2:28])=[N:24]2)[CH:19]=[CH:18][CH:17]=1. The yield is 0.480.